Dataset: Reaction yield outcomes from USPTO patents with 853,638 reactions. Task: Predict the reaction yield, written as a fraction of the theoretical maximum amount of product (1.0 means a 100% yield; for example, 0.34 means a 34% yield). (1) The reactants are [F:1][C:2]1[CH:3]=[C:4]([NH2:18])[CH:5]=[CH:6][C:7]=1[O:8][C:9]1[CH:14]=[CH:13][N:12]=[C:11]2[CH:15]=[CH:16][S:17][C:10]=12.FC1C=C(NC(NC(=O)CC2C=CC=CC=2)=S)C=CC=1OC1C=CN=C2C=CSC=12.[S:49]1[CH:53]=[CH:52][CH:51]=[C:50]1[CH2:54][C:55]([N:57]=[C:58]=[S:59])=[O:56]. No catalyst specified. The product is [F:1][C:2]1[CH:3]=[C:4]([NH:18][C:58]([NH:57][C:55](=[O:56])[CH2:54][C:50]2[S:49][CH:53]=[CH:52][CH:51]=2)=[S:59])[CH:5]=[CH:6][C:7]=1[O:8][C:9]1[CH:14]=[CH:13][N:12]=[C:11]2[CH:15]=[CH:16][S:17][C:10]=12. The yield is 0.0900. (2) The reactants are [H-].[Al+3].[Li+].[H-].[H-].[H-].[CH3:7][O:8][C:9]1[C:17]2[O:16][C:15]([CH3:19])([CH3:18])[CH2:14][C:13]=2[CH:12]=[C:11]([C:20]([CH3:25])([CH3:24])[C:21]([NH2:23])=O)[CH:10]=1.N1C=CC=CC=1.[C:32](Cl)(=[O:39])[C:33]1[CH:38]=[CH:37][CH:36]=[CH:35][CH:34]=1. The catalyst is O1CCCC1.C(OCC)(=O)C. The product is [CH3:7][O:8][C:9]1[C:17]2[O:16][C:15]([CH3:19])([CH3:18])[CH2:14][C:13]=2[CH:12]=[C:11]([C:20]([CH3:25])([CH3:24])[CH2:21][NH:23][C:32](=[O:39])[C:33]2[CH:38]=[CH:37][CH:36]=[CH:35][CH:34]=2)[CH:10]=1. The yield is 0.530. (3) The reactants are [NH2:1][C:2]1[N:12]=[CH:11][C:10]([N+:13]([O-])=O)=[CH:9][C:3]=1[C:4]([O:6][CH2:7][CH3:8])=[O:5]. The catalyst is [Pd].CCO. The product is [NH2:1][C:2]1[N:12]=[CH:11][C:10]([NH2:13])=[CH:9][C:3]=1[C:4]([O:6][CH2:7][CH3:8])=[O:5]. The yield is 0.780. (4) The reactants are [CH:1]1([CH2:7][NH:8][C:9]([C:11]2[C:16]([NH:17][C:18]([C:20]3[C:29]4[C:24](=[CH:25][CH:26]=[CH:27][CH:28]=4)[C:23](I)=[CH:22][CH:21]=3)=[O:19])=[CH:15][CH:14]=[CH:13][N:12]=2)=[O:10])[CH2:6][CH2:5][CH2:4][CH2:3][CH2:2]1.C1(P(C2CCCCC2)C2C=CC=CC=2C2C=[CH:48][CH:47]=[CH:46][C:45]=2[N:50]([CH3:52])C)CCCCC1.[Li+].C[Si]([N-][Si](C)(C)C)(C)C.N1CCCCC1. The catalyst is C1C=CC(/C=C/C(/C=C/C2C=CC=CC=2)=O)=CC=1.C1C=CC(/C=C/C(/C=C/C2C=CC=CC=2)=O)=CC=1.C1C=CC(/C=C/C(/C=C/C2C=CC=CC=2)=O)=CC=1.[Pd].[Pd].C1COCC1. The product is [CH:1]1([CH2:7][NH:8][C:9]([C:11]2[C:16]([NH:17][C:18]([C:20]3[C:29]4[C:24](=[CH:25][CH:26]=[CH:27][CH:28]=4)[C:23]([N:50]4[CH2:45][CH2:46][CH2:47][CH2:48][CH2:52]4)=[CH:22][CH:21]=3)=[O:19])=[CH:15][CH:14]=[CH:13][N:12]=2)=[O:10])[CH2:6][CH2:5][CH2:4][CH2:3][CH2:2]1. The yield is 0.390. (5) The reactants are C=O.[C:3](O)(=O)C.[Cl-].[CH3:8][O:9][C:10]([C:12]1[CH:17]=[CH:16][C:15]([CH:18]2[CH2:23][CH2:22][NH2+:21][CH2:20][CH2:19]2)=[CH:14][CH:13]=1)=[O:11].C([BH3-])#N.[Na+]. The catalyst is C1COCC1.O. The product is [CH3:3][N:21]1[CH2:20][CH2:19][CH:18]([C:15]2[CH:16]=[CH:17][C:12]([C:10]([O:9][CH3:8])=[O:11])=[CH:13][CH:14]=2)[CH2:23][CH2:22]1. The yield is 0.504.